This data is from Full USPTO retrosynthesis dataset with 1.9M reactions from patents (1976-2016). The task is: Predict the reactants needed to synthesize the given product. (1) Given the product [Cl:26][C:23]1[CH:24]=[CH:25][C:20]([C:18]([NH:17][CH:13]([CH2:12][C:7]2[C:5]3[C:4](=[CH:3][CH:2]=[CH:1][CH:6]=3)[NH:11][C:9](=[O:10])[CH:8]=2)[C:14]([O:16][CH2:28][CH2:29][N:30]2[CH:34]=[CH:33][N:32]=[CH:31]2)=[O:15])=[O:19])=[CH:21][CH:22]=1, predict the reactants needed to synthesize it. The reactants are: [CH:1]1[CH:2]=[CH:3][C:4]2[NH:11][C:9](=[O:10])[CH:8]=[C:7]([CH2:12][CH:13]([NH:17][C:18]([C:20]3[CH:21]=[CH:22][C:23]([Cl:26])=[CH:24][CH:25]=3)=[O:19])[C:14]([OH:16])=[O:15])[C:5]=2[CH:6]=1.O[CH2:28][CH2:29][N:30]1[CH:34]=[CH:33][N:32]=[CH:31]1. (2) Given the product [CH3:64][CH:63]([N:66]1[CH2:71][CH2:70][N:69]([C:4]2[CH:9]=[CH:8][C:7]([O:10][CH3:11])=[C:6]([N+:12]([O-:14])=[O:13])[CH:5]=2)[CH2:68][CH2:67]1)[CH3:65], predict the reactants needed to synthesize it. The reactants are: N#N.Br[C:4]1[CH:9]=[CH:8][C:7]([O:10][CH3:11])=[C:6]([N+:12]([O-:14])=[O:13])[CH:5]=1.CC1(C)C2C(=C(P(C3C=CC=CC=3)C3C=CC=CC=3)C=CC=2)OC2C(P(C3C=CC=CC=3)C3C=CC=CC=3)=CC=CC1=2.C([O-])([O-])=O.[Cs+].[Cs+].[CH:63]([N:66]1[CH2:71][CH2:70][NH:69][CH2:68][CH2:67]1)([CH3:65])[CH3:64]. (3) The reactants are: [CH3:1][O:2][C:3](=[O:16])[C:4]1[CH:9]=[CH:8][C:7]([O:10][CH2:11][C:12]([OH:14])=O)=[C:6]([CH3:15])[CH:5]=1.Cl.Cl.[CH3:19][C:20]([CH3:30])([CH3:29])[CH2:21][CH2:22][N:23]1[CH2:28][CH2:27][NH:26][CH2:25][CH2:24]1. Given the product [CH3:1][O:2][C:3](=[O:16])[C:4]1[CH:9]=[CH:8][C:7]([O:10][CH2:11][C:12]([N:26]2[CH2:27][CH2:28][N:23]([CH2:22][CH2:21][C:20]([CH3:30])([CH3:29])[CH3:19])[CH2:24][CH2:25]2)=[O:14])=[C:6]([CH3:15])[CH:5]=1, predict the reactants needed to synthesize it. (4) Given the product [N:17]([C:2]1[CH:7]=[C:6]([NH:8][CH:9]2[CH2:11][CH2:10]2)[N:5]2[N:12]=[CH:13][C:14]([CH:15]=[O:16])=[C:4]2[N:3]=1)=[N+:18]=[N-:19], predict the reactants needed to synthesize it. The reactants are: Cl[C:2]1[CH:7]=[C:6]([NH:8][CH:9]2[CH2:11][CH2:10]2)[N:5]2[N:12]=[CH:13][C:14]([CH:15]=[O:16])=[C:4]2[N:3]=1.[N-:17]=[N+:18]=[N-:19].[Na+].O.